Dataset: Aqueous solubility values for 9,982 compounds from the AqSolDB database. Task: Regression/Classification. Given a drug SMILES string, predict its absorption, distribution, metabolism, or excretion properties. Task type varies by dataset: regression for continuous measurements (e.g., permeability, clearance, half-life) or binary classification for categorical outcomes (e.g., BBB penetration, CYP inhibition). For this dataset (solubility_aqsoldb), we predict Y. The compound is NC(=O)NN=Cc1ccc([N+](=O)[O-])o1. The Y is -2.92 log mol/L.